From a dataset of Human Reference Interactome with 51,813 positive PPI pairs across 8,248 proteins, plus equal number of experimentally-validated negative pairs. Binary Classification. Given two protein amino acid sequences, predict whether they physically interact or not. (1) Protein 1 (ENSG00000109072) has sequence MAPLRPLLILALLAWVALADQESCKGRCTEGFNVDKKCQCDELCSYYQSCCTDYTAECKPQVTRGDVFTMPEDEYTVYDDGEEKNNATVHEQVGGPSLTSDLQAQSKGNPEQTPVLKPEEEAPAPEVGASKPEGIDSRPETLHPGRPQPPAEEELCSGKPFDAFTDLKNGSLFAFRGQYCYELDEKAVRPGYPKLIRDVWGIEGPIDAAFTRINCQGKTYLFKGSQYWRFEDGVLDPDYPRNISDGFDGIPDNVDAALALPAHSYSGRERVYFFKGKQYWEYQFQHQPSQEECEGSSLSA.... Protein 2 (ENSG00000178235) has sequence MLLWILLLETSLCFAAGNVTGDVCKEKICSCNEIEGDLHVDCEKKGFTSLQRFTAPTSQFYHLFLHGNSLTRLFPNEFANFYNAVSLHMENNGLHEIVPGAFLGLQLVKRLHINNNKIKSFRKQTFLGLDDLEYLQADFNLLRDIDPGAFQDLNKLEVLILNDNLISTLPANVFQYVPITHLDLRGNRLKTLPYEEVLEQIPGIAEILLEDNPWDCTCDLLSLKEWLENIPKNALIGRVVCEAPTRLQGKDLNETTEQDLCPLKNRVDSSLPAPPAQEETFAPGPLPTPFKTNGQEDHAT.... Result: 0 (the proteins do not interact). (2) Protein 1 (ENSG00000110786) has sequence MNYEGARSERENHAADDSEGGALDMCCSERLPGLPQPIVMEALDEAEGLQDSQREMPPPPPPSPPSDPAQKPPPRGAGSHSLTVRSSLCLFAASQFLLACGVLWFSGYGHIWSQNATNLVSSLLTLLKQLEPTAWLDSGTWGVPSLLLVFLSVGLVLVTTLVWHLLRTPPEPPTPLPPEDRRQSVSRQPSFTYSEWMEEKIEDDFLDLDPVPETPVFDCVMDIKPEADPTSLTVKSMGLQERRGSNVSLTLDMCTPGCNEEGFGYLMSPREESAREYLLSASRVLQAEELHEKALDPFLL.... Protein 2 (ENSG00000114395) has sequence MALSAETESHIYRALRTASGAAAHLVALGFTIFVAVLARPGSSLFSWHPVLMSLAFSFLMTEALLVFSPESSLLHSLSRKGRARCHWVLQLLALLCALLGLGLVILHKEQLGKAHLVTRHGQAGLLAVLWAGLQCSGGVGLLYPKLLPRWPLAKLKLYHATSGLVGYLLGSASLLLGMCSLWFTASVTGAAWYLAVLCPVLTSLVIMNQVSNAYLYRKRIQP*. Result: 1 (the proteins interact).